This data is from Reaction yield outcomes from USPTO patents with 853,638 reactions. The task is: Predict the reaction yield, written as a fraction of the theoretical maximum amount of product (1.0 means a 100% yield; for example, 0.34 means a 34% yield). (1) The reactants are Br[CH2:2][C:3]1[CH:4]=[C:5]2[C:10](=[CH:11][CH:12]=1)[N:9]=[CH:8][CH:7]=[N:6]2.[CH3:13][C:14]1[N:19]=[C:18]([SH:20])[N:17]=[C:16]([OH:21])[CH:15]=1.C(N(CC)CC)C. The catalyst is C(O)C. The product is [CH3:13][C:14]1[N:19]=[C:18]([S:20][CH2:2][C:3]2[CH:4]=[C:5]3[C:10](=[CH:11][CH:12]=2)[N:9]=[CH:8][CH:7]=[N:6]3)[N:17]=[C:16]([OH:21])[CH:15]=1. The yield is 0.750. (2) The reactants are [C:1]1([P:7]([C:14]2[CH:19]=[CH:18][CH:17]=[CH:16][CH:15]=2)[C:8]2[CH:13]=[CH:12][CH:11]=[CH:10][CH:9]=2)[CH:6]=[CH:5][CH:4]=[CH:3][CH:2]=1.[Br:20][CH2:21][CH2:22][CH2:23][C:24]1[CH:29]=[CH:28][CH:27]=[CH:26][CH:25]=1. The catalyst is C1(C)C=CC=CC=1. The product is [Br-:20].[C:24]1([CH2:23][CH2:22][CH2:21][P+:7]([C:1]2[CH:2]=[CH:3][CH:4]=[CH:5][CH:6]=2)([C:8]2[CH:13]=[CH:12][CH:11]=[CH:10][CH:9]=2)[C:14]2[CH:15]=[CH:16][CH:17]=[CH:18][CH:19]=2)[CH:29]=[CH:28][CH:27]=[CH:26][CH:25]=1. The yield is 0.550. (3) The reactants are Cl.[Cl:2][C:3]1[CH:8]=[CH:7][C:6]([N:9]([CH2:11][CH2:12][CH:13]2[CH2:17][CH2:16][CH2:15][CH2:14]2)N)=[CH:5][CH:4]=1.C(O[CH:21](OCC)[CH2:22][CH2:23][CH2:24][NH:25][CH3:26])C. The catalyst is C(O)C.O. The product is [Cl:2][C:3]1[CH:8]=[C:7]2[C:6](=[CH:5][CH:4]=1)[N:9]([CH2:11][CH2:12][CH:13]1[CH2:17][CH2:16][CH2:15][CH2:14]1)[CH:21]=[C:22]2[CH2:23][CH2:24][NH:25][CH3:26]. The yield is 0.460. (4) The reactants are C(OC(=O)[NH:10][CH2:11][CH2:12][CH2:13][CH2:14][C:15]1[CH:20]=[CH:19][C:18]([O:21][CH2:22][C:23](=[O:31])[NH:24][CH2:25][CH2:26][CH2:27][N:28]([CH3:30])[CH3:29])=[CH:17][CH:16]=1)C1C=CC=CC=1.[H][H]. The catalyst is [Pd].CO. The product is [NH2:10][CH2:11][CH2:12][CH2:13][CH2:14][C:15]1[CH:20]=[CH:19][C:18]([O:21][CH2:22][C:23]([NH:24][CH2:25][CH2:26][CH2:27][N:28]([CH3:30])[CH3:29])=[O:31])=[CH:17][CH:16]=1. The yield is 0.800. (5) The reactants are [CH3:1][C:2]1[C:11]([N+:12]([O-:14])=[O:13])=[CH:10][CH:9]=[CH:8][C:3]=1[C:4]([O:6][CH3:7])=[O:5].[Br:15]N1C(=O)CCC1=O. The product is [Br:15][CH2:1][C:2]1[C:11]([N+:12]([O-:14])=[O:13])=[CH:10][CH:9]=[CH:8][C:3]=1[C:4]([O:6][CH3:7])=[O:5]. The catalyst is C(Cl)(Cl)(Cl)Cl. The yield is 0.930. (6) The reactants are [CH2:1]([O:3][C:4]([C:6]1[C:7](Cl)=[N:8][C:9]2[C:14]([C:15]=1[Cl:16])=[CH:13][C:12]([Br:17])=[CH:11][CH:10]=2)=[O:5])[CH3:2].[NH2:19][C:20]1[CH:25]=[CH:24][CH:23]=[CH:22][CH:21]=1.C(=O)([O-])[O-].[K+].[K+]. The catalyst is CN(C=O)C. The product is [CH2:1]([O:3][C:4]([C:6]1[C:7]([NH:19][C:20]2[CH:25]=[CH:24][CH:23]=[CH:22][CH:21]=2)=[N:8][C:9]2[C:14]([C:15]=1[Cl:16])=[CH:13][C:12]([Br:17])=[CH:11][CH:10]=2)=[O:5])[CH3:2]. The yield is 0.680.